From a dataset of Full USPTO retrosynthesis dataset with 1.9M reactions from patents (1976-2016). Predict the reactants needed to synthesize the given product. (1) Given the product [O:9]=[C:8]1[O:10][C@H:4]([C:5]([OH:7])=[O:6])[CH2:3][CH2:2]1, predict the reactants needed to synthesize it. The reactants are: N[C@H:2]([C:8]([OH:10])=[O:9])[CH2:3][CH2:4][C:5]([OH:7])=[O:6].N([O-])=O.[Na+]. (2) Given the product [F:61][C:58]1[CH:59]=[CH:60][C:54]2[S:53][C:52]([NH:31][C@H:32]3[CH2:36][CH2:35][CH2:34][C@@H:33]3[NH:37][C:38](=[O:50])[C:39]3[CH:44]=[CH:43][CH:42]=[CH:41][C:40]=3[N:45]3[N:46]=[CH:47][CH:48]=[N:49]3)=[N:56][C:55]=2[CH:57]=1, predict the reactants needed to synthesize it. The reactants are: O1C2C=CC=CC=2N=C1N[C@H]1CCC[C@@H]1NC(=O)C1C=CC=CC=1N1N=CC=N1.Cl.[NH2:31][C@H:32]1[CH2:36][CH2:35][CH2:34][C@@H:33]1[NH:37][C:38](=[O:50])[C:39]1[CH:44]=[CH:43][CH:42]=[CH:41][C:40]=1[N:45]1[N:49]=[CH:48][CH:47]=[N:46]1.Cl[C:52]1[S:53][C:54]2[CH:60]=[CH:59][C:58]([F:61])=[CH:57][C:55]=2[N:56]=1.